Task: Predict the reactants needed to synthesize the given product.. Dataset: Full USPTO retrosynthesis dataset with 1.9M reactions from patents (1976-2016) (1) Given the product [CH3:18][N:16]1[C:17]2[C:13](=[CH:12][CH:11]=[CH:10][C:9]=2[OH:8])[CH:14]=[CH:15]1, predict the reactants needed to synthesize it. The reactants are: C([O:8][C:9]1[CH:10]=[CH:11][CH:12]=[C:13]2[C:17]=1[N:16]([CH3:18])[CH:15]=[CH:14]2)C1C=CC=CC=1.[H][H]. (2) Given the product [ClH:1].[ClH:1].[ClH:1].[C:31]([N:4]1[CH2:9][CH2:8][CH:7]([O:10][C:11]2[CH:16]=[CH:15][C:14]([NH:17][CH2:18]/[CH:19]=[CH:20]/[C:21]3[CH:22]=[C:23]([CH:27]=[CH:28][CH:29]=3)[C:24]([NH2:26])=[NH:25])=[CH:13][CH:12]=2)[CH2:6][CH2:5]1)(=[NH:36])[CH3:32], predict the reactants needed to synthesize it. The reactants are: [ClH:1].Cl.Cl.[NH:4]1[CH2:9][CH2:8][CH:7]([O:10][C:11]2[CH:16]=[CH:15][C:14]([NH:17][CH2:18]/[CH:19]=[CH:20]/[C:21]3[CH:22]=[C:23]([CH:27]=[CH:28][CH:29]=3)[C:24]([NH2:26])=[NH:25])=[CH:13][CH:12]=2)[CH2:6][CH2:5]1.Cl.[C:31](=[NH:36])(OCC)[CH3:32].C(N(CC)CC)C.Cl. (3) Given the product [OH:25][C@H:13]1[CH2:14][C@@:15]2([CH3:24])[C@@H:16]([CH2:17][CH2:18][C@@H:19]2[C:20](=[O:21])[CH2:22][OH:23])[C@H:11]2[C@H:12]1[C@:2]1([CH3:1])[C:8](=[CH:9][CH2:10]2)[CH:7]=[C:5]([O:6][CH3:26])[CH2:4][CH2:3]1, predict the reactants needed to synthesize it. The reactants are: [CH3:1][C@@:2]12[C@H:12]3[C@@H:13]([OH:25])[CH2:14][C@:15]4([CH3:24])[C@@H:19]([C:20]([CH2:22][OH:23])=[O:21])[CH2:18][CH2:17][C@H:16]4[C@@H:11]3[CH2:10][CH2:9][C:8]1=[CH:7][C:5](=[O:6])[CH2:4][CH2:3]2.[CH3:26]OC(OC)(C)C.C1(C)C=CC(S(O)(=O)=O)=CC=1.CO. (4) Given the product [C:10]1([N:9]([C:20]2[CH:25]=[CH:24][CH:23]=[CH:22][CH:21]=2)[C:6]2[CH:7]=[CH:8][C:3]([OH:2])=[CH:4][CH:5]=2)[C:19]2[C:14](=[CH:15][CH:16]=[CH:17][CH:18]=2)[CH:13]=[CH:12][CH:11]=1, predict the reactants needed to synthesize it. The reactants are: C[O:2][C:3]1[CH:8]=[CH:7][C:6]([N:9]([C:20]2[CH:25]=[CH:24][CH:23]=[CH:22][CH:21]=2)[C:10]2[C:19]3[C:14](=[CH:15][CH:16]=[CH:17][CH:18]=3)[CH:13]=[CH:12][CH:11]=2)=[CH:5][CH:4]=1.B(Br)(Br)Br.CO. (5) Given the product [F:3][C:4]1[CH:9]=[CH:8][C:7]([O:10][CH3:11])=[CH:6][C:5]=1[NH:12][C:13]1[N:22]=[CH:21][CH:20]=[CH:19][C:14]=1[C:15]([OH:17])=[O:16], predict the reactants needed to synthesize it. The reactants are: [OH-].[Li+].[F:3][C:4]1[CH:9]=[CH:8][C:7]([O:10][CH3:11])=[CH:6][C:5]=1[NH:12][C:13]1[N:22]=[CH:21][CH:20]=[CH:19][C:14]=1[C:15]([O:17]C)=[O:16]. (6) Given the product [CH2:1]([O:3][C:4]([C:5]1[CH:10]=[CH:9][C:8]([C:18]2[CH:17]=[CH:16][CH:15]=[C:14]([CH3:13])[CH:19]=2)=[CH:7][CH:6]=1)=[O:12])[CH3:2], predict the reactants needed to synthesize it. The reactants are: [CH2:1]([O:3][C:4](=[O:12])[C:5]1[CH:10]=[CH:9][C:8](Br)=[CH:7][CH:6]=1)[CH3:2].[CH3:13][C:14]1[CH:15]=[C:16](B(O)O)[CH:17]=[CH:18][CH:19]=1.C(=O)([O-])[O-].[Na+].[Na+]. (7) Given the product [Cl:23][C:5]1[CH:6]=[C:7]([NH:8][C:9]2[CH:21]=[CH:20][C:19]([CH3:22])=[CH:18][C:10]=2[C:11]([O:13][C:14]([CH3:17])([CH3:16])[CH3:15])=[O:12])[CH:2]=[N:3][C:4]=1[C:24]1[CH:29]=[CH:28][CH:27]=[CH:26][CH:25]=1, predict the reactants needed to synthesize it. The reactants are: Br[C:2]1[C:7]([NH:8][C:9]2[CH:21]=[CH:20][C:19]([CH3:22])=[CH:18][C:10]=2[C:11]([O:13][C:14]([CH3:17])([CH3:16])[CH3:15])=[O:12])=[CH:6][C:5]([Cl:23])=[CH:4][N:3]=1.[C:24]1(B(O)O)[CH:29]=[CH:28][CH:27]=[CH:26][CH:25]=1. (8) Given the product [C:1]([O:4][C@H:5]1[C:9](=[CH2:10])[O:8][C@H:7]([N:12]2[CH:20]=[C:18]([CH3:19])[C:16](=[O:17])[NH:15][C:13]2=[O:14])[CH2:6]1)(=[O:3])[CH3:2], predict the reactants needed to synthesize it. The reactants are: [C:1]([O:4][C@H:5]1[C@@H:9]([CH2:10]I)[O:8][C@@H:7]([N:12]2[CH:20]=[C:18]([CH3:19])[C:16](=[O:17])[NH:15][C:13]2=[O:14])[CH2:6]1)(=[O:3])[CH3:2].C1C=CC(P(C2C=CC=CC=2)C2C=CC=CC=2)=CC=1.CC(O)=O.N(C(OCC)=O)=NC(OCC)=O.C([O-])([O-])=O.[K+].[K+]. (9) Given the product [Cl:24][C:25]1[CH:26]=[C:27]([C:2]2[CH:3]=[CH:4][C:5]([F:10])=[C:6]([C:7]#[N:8])[CH:9]=2)[CH:28]=[CH:29][C:30]=1[Cl:31], predict the reactants needed to synthesize it. The reactants are: Br[C:2]1[CH:3]=[CH:4][C:5]([F:10])=[C:6]([CH:9]=1)[C:7]#[N:8].C1(C)C=CC=CC=1.C(=O)([O-])[O-].[Na+].[Na+].[Cl:24][C:25]1[CH:26]=[C:27](B(O)O)[CH:28]=[CH:29][C:30]=1[Cl:31]. (10) Given the product [Cl:1][C:2]1[CH:3]=[CH:4][C:5]([C:8]2([C:11]([N:13]3[CH2:17][C@H:16]([S:18]([C:21]4[CH:26]=[CH:25][CH:24]=[CH:23][C:22]=4[C:27]([F:28])([F:29])[F:30])(=[O:19])=[O:20])[CH2:15][C@H:14]3[C:31]([NH:34][C@@H:35]([CH2:44][CH2:45][CH3:46])[C:36](=[O:43])[C:37]([NH:39][CH:40]3[CH2:42][CH2:41]3)=[O:38])=[O:33])=[O:12])[CH2:9][CH2:10]2)=[CH:6][CH:7]=1, predict the reactants needed to synthesize it. The reactants are: [Cl:1][C:2]1[CH:7]=[CH:6][C:5]([C:8]2([C:11]([N:13]3[CH2:17][C@H:16]([S:18]([C:21]4[CH:26]=[CH:25][CH:24]=[CH:23][C:22]=4[C:27]([F:30])([F:29])[F:28])(=[O:20])=[O:19])[CH2:15][C@H:14]3[C:31]([OH:33])=O)=[O:12])[CH2:10][CH2:9]2)=[CH:4][CH:3]=1.[NH2:34][C@@H:35]([CH2:44][CH2:45][CH3:46])[C@H:36]([OH:43])[C:37]([NH:39][CH:40]1[CH2:42][CH2:41]1)=[O:38].